Dataset: Full USPTO retrosynthesis dataset with 1.9M reactions from patents (1976-2016). Task: Predict the reactants needed to synthesize the given product. (1) Given the product [CH3:15][N:14]([CH3:16])[C:12]1[C:11]([C:17]([F:18])([F:19])[F:20])=[CH:10][C:9]2[NH:21][C:28](=[O:45])[CH2:29][C:30]([C:32]3[CH:37]=[CH:36][CH:35]=[C:34]([C:38]4[CH:43]=[CH:42][N:41]=[C:40]([CH3:44])[N:39]=4)[CH:33]=3)=[N:7][C:8]=2[CH:13]=1, predict the reactants needed to synthesize it. The reactants are: C(OC(=O)[NH:7][C:8]1[CH:13]=[C:12]([N:14]([CH3:16])[CH3:15])[C:11]([C:17]([F:20])([F:19])[F:18])=[CH:10][C:9]=1[NH2:21])(C)(C)C.C(O[C:28](=[O:45])[CH2:29][C:30]([C:32]1[CH:37]=[CH:36][CH:35]=[C:34]([C:38]2[CH:43]=[CH:42][N:41]=[C:40]([CH3:44])[N:39]=2)[CH:33]=1)=O)(C)(C)C. (2) Given the product [CH3:14][CH:13]([CH3:15])[CH2:12][CH2:11][NH:10][C:8]([C:5]1[N:6]=[N:7][C:2]([N:26]2[CH2:27][CH2:28][CH:24]([CH2:23][CH2:22][C:16]3[CH:21]=[CH:20][CH:19]=[CH:18][CH:17]=3)[CH2:25]2)=[CH:3][CH:4]=1)=[O:9], predict the reactants needed to synthesize it. The reactants are: Cl[C:2]1[N:7]=[N:6][C:5]([C:8]([NH:10][CH2:11][CH2:12][CH:13]([CH3:15])[CH3:14])=[O:9])=[CH:4][CH:3]=1.[C:16]1([CH2:22][CH2:23][CH:24]2[CH2:28][CH2:27][NH:26][CH2:25]2)[CH:21]=[CH:20][CH:19]=[CH:18][CH:17]=1.CCN(CC)CC.